From a dataset of Catalyst prediction with 721,799 reactions and 888 catalyst types from USPTO. Predict which catalyst facilitates the given reaction. (1) Product: [CH2:18]([O:11][C:4]1[CH:5]=[CH:6][CH:7]=[C:8]([O:9][CH3:10])[C:3]=1[C:1]#[N:2])[CH:20]1[O:22][CH2:21]1. Reactant: [C:1]([C:3]1[C:8]([O:9][CH3:10])=[CH:7][CH:6]=[CH:5][C:4]=1[OH:11])#[N:2].C(=O)([O-])[O-].[K+].[K+].[CH2:18]([CH:20]1[O:22][CH2:21]1)Br.O.CCOCC. The catalyst class is: 21. (2) Reactant: C[Si](C=[N+]=[N-])(C)C.[CH2:8]([O:15][C:16]1[CH:27]=[CH:26][C:19]2[CH2:20][CH2:21][CH2:22][CH2:23][C:24](=[O:25])[C:18]=2[CH:17]=1)[C:9]1[CH:14]=[CH:13][CH:12]=[CH:11][CH:10]=1.B(F)(F)F.[CH3:32]COCC. Product: [C:24]1(=[O:25])[CH2:27][CH2:26][CH2:19][CH2:20][CH2:21][CH2:22][CH2:23]1.[CH2:8]([O:15][C:16]1[CH:27]=[CH:26][C:19]2[CH2:20][CH2:21][CH2:22][CH2:23][C:24](=[O:25])[CH2:32][C:18]=2[CH:17]=1)[C:9]1[CH:10]=[CH:11][CH:12]=[CH:13][CH:14]=1. The catalyst class is: 2. (3) Reactant: [CH3:1][NH:2][C:3]([CH:5]1[C:11]2[NH:12][C:13]3[CH:14]=[CH:15][CH:16]=[CH:17][C:18]=3[C:10]=2[CH2:9][CH2:8][N:7]([C:19](=[O:27])[C:20]2[CH:25]=[CH:24][C:23]([F:26])=[CH:22][CH:21]=2)[CH2:6]1)=[O:4].ClOC(C)(C)C.O. Product: [CH3:1][NH:2][C:3]([C:5]1[C:11]2[NH:12][C:13]3[CH:14]=[CH:15][CH:16]=[CH:17][C:18]=3[C:10]=2[CH2:9][CH2:8][N:7]([C:19](=[O:27])[C:20]2[CH:21]=[CH:22][C:23]([F:26])=[CH:24][CH:25]=2)[CH:6]=1)=[O:4]. The catalyst class is: 2. (4) Reactant: [CH2:1]([O:8][C:9]([C:11]1[CH:12]=[C:13]([CH:39]=[CH:40][CH:41]=1)[CH2:14][N:15]1[C:19](=[O:20])[C:18]2([CH2:25][CH2:24][N:23](C(OC(C)(C)C)=O)[CH2:22][CH2:21]2)[N:17]([C:33]2[CH:38]=[CH:37][CH:36]=[CH:35][CH:34]=2)[CH2:16]1)=[O:10])[C:2]1[CH:7]=[CH:6][CH:5]=[CH:4][CH:3]=1.Cl. Product: [O:20]=[C:19]1[C:18]2([CH2:21][CH2:22][NH:23][CH2:24][CH2:25]2)[N:17]([C:33]2[CH:34]=[CH:35][CH:36]=[CH:37][CH:38]=2)[CH2:16][N:15]1[CH2:14][C:13]1[CH:12]=[C:11]([CH:41]=[CH:40][CH:39]=1)[C:9]([O:8][CH2:1][C:2]1[CH:7]=[CH:6][CH:5]=[CH:4][CH:3]=1)=[O:10]. The catalyst class is: 12. (5) Reactant: [N:1]1[CH:6]=[CH:5][CH:4]=[CH:3][C:2]=1[C:7]1[N:12]=[C:11]2[S:13][CH:14]=[CH:15][C:10]2=[CH:9][C:8]=1[CH:16]([NH2:18])[CH3:17].Cl[C:20]1[N:28]=[CH:27][N:26]=[C:25]2[C:21]=1[NH:22][CH:23]=[N:24]2.C(N(C(C)C)CC)(C)C. Product: [N:1]1[CH:6]=[CH:5][CH:4]=[CH:3][C:2]=1[C:7]1[N:12]=[C:11]2[S:13][CH:14]=[CH:15][C:10]2=[CH:9][C:8]=1[CH:16]([NH:18][C:20]1[N:28]=[CH:27][N:26]=[C:25]2[C:21]=1[N:22]=[CH:23][NH:24]2)[CH3:17]. The catalyst class is: 51.